The task is: Regression. Given two drug SMILES strings and cell line genomic features, predict the synergy score measuring deviation from expected non-interaction effect.. This data is from NCI-60 drug combinations with 297,098 pairs across 59 cell lines. (1) Drug 1: C1=CC(=CC=C1C#N)C(C2=CC=C(C=C2)C#N)N3C=NC=N3. Drug 2: C1CC(C1)(C(=O)O)C(=O)O.[NH2-].[NH2-].[Pt+2]. Cell line: U251. Synergy scores: CSS=12.4, Synergy_ZIP=-2.35, Synergy_Bliss=6.16, Synergy_Loewe=-0.438, Synergy_HSA=0.668. (2) Drug 1: C1=CC(=CC=C1CCC2=CNC3=C2C(=O)NC(=N3)N)C(=O)NC(CCC(=O)O)C(=O)O. Drug 2: C1CC(=O)NC(=O)C1N2C(=O)C3=CC=CC=C3C2=O. Cell line: MOLT-4. Synergy scores: CSS=69.7, Synergy_ZIP=4.89, Synergy_Bliss=1.21, Synergy_Loewe=-35.2, Synergy_HSA=0.264. (3) Drug 1: CS(=O)(=O)CCNCC1=CC=C(O1)C2=CC3=C(C=C2)N=CN=C3NC4=CC(=C(C=C4)OCC5=CC(=CC=C5)F)Cl. Drug 2: COCCOC1=C(C=C2C(=C1)C(=NC=N2)NC3=CC=CC(=C3)C#C)OCCOC.Cl. Cell line: ACHN. Synergy scores: CSS=35.2, Synergy_ZIP=-0.165, Synergy_Bliss=0.715, Synergy_Loewe=1.18, Synergy_HSA=5.54. (4) Drug 1: CCCS(=O)(=O)NC1=C(C(=C(C=C1)F)C(=O)C2=CNC3=C2C=C(C=N3)C4=CC=C(C=C4)Cl)F. Drug 2: C1CNP(=O)(OC1)N(CCCl)CCCl. Cell line: A549. Synergy scores: CSS=0.484, Synergy_ZIP=-0.0157, Synergy_Bliss=-1.79, Synergy_Loewe=-16.0, Synergy_HSA=-3.88.